Task: Predict the reaction yield, written as a fraction of the theoretical maximum amount of product (1.0 means a 100% yield; for example, 0.34 means a 34% yield).. Dataset: Reaction yield outcomes from USPTO patents with 853,638 reactions (1) The catalyst is C1(C)C=CC=CC=1. The yield is 0.810. The product is [CH2:1]([O:8][C:9]1[CH:10]=[CH:11][C:12]([C@@H:20]([OH:23])[CH2:21][Br:22])=[C:13]2[C:18]=1[NH:17][C:16](=[O:19])[CH:15]=[CH:14]2)[C:2]1[CH:3]=[CH:4][CH:5]=[CH:6][CH:7]=1. The reactants are [CH2:1]([O:8][C:9]1[CH:10]=[CH:11][C:12]([C:20](=[O:23])[CH2:21][Br:22])=[C:13]2[C:18]=1[NH:17][C:16](=[O:19])[CH:15]=[CH:14]2)[C:2]1[CH:7]=[CH:6][CH:5]=[CH:4][CH:3]=1.O1CCCC1.B.CO. (2) The reactants are [NH2:1][CH2:2][C:3]1[CH:12]=[CH:11][CH:10]=[CH:9][C:4]=1[CH2:5][N:6]([CH3:8])[CH3:7].Br[C:14]1[CH:23]=[N:22][CH:21]=[CH:20][C:15]=1[C:16]([O:18][CH3:19])=[O:17]. No catalyst specified. The product is [CH3:7][N:6]([CH2:5][C:4]1[CH:9]=[CH:10][CH:11]=[CH:12][C:3]=1[CH2:2][NH:1][C:20]1[CH:21]=[N:22][CH:23]=[CH:14][C:15]=1[C:16]([O:18][CH3:19])=[O:17])[CH3:8]. The yield is 0.650. (3) The reactants are C1(C)C=CC(S([CH2:10][N+:11]#[C-:12])(=O)=O)=CC=1.[CH3:14][CH:15]([CH3:22])/[CH:16]=[CH:17]/[C:18]([O:20][CH3:21])=[O:19].CC(C)([O-])C.[K+]. No catalyst specified. The product is [CH:15]([C:16]1[C:17]([C:18]([O:20][CH3:21])=[O:19])=[CH:10][NH:11][CH:12]=1)([CH3:22])[CH3:14]. The yield is 0.540. (4) The reactants are [CH3:1][C:2]1[CH:7]=[CH:6][C:5]([C:8](=[O:17])[CH2:9][S:10][CH2:11][C:12]([O:14][CH2:15][CH3:16])=[O:13])=[CH:4][CH:3]=1.[CH3:18][C:19]([CH3:24])([CH2:22]O)[CH2:20][OH:21].C1(C)C=CC(S(O)(=O)=O)=CC=1. The catalyst is C1C=CC=CC=1. The product is [CH3:18][C:19]1([CH3:24])[CH2:20][O:21][C:8]([CH2:9][S:10][CH2:11][C:12]([O:14][CH2:15][CH3:16])=[O:13])([C:5]2[CH:6]=[CH:7][C:2]([CH3:1])=[CH:3][CH:4]=2)[O:17][CH2:22]1. The yield is 0.610. (5) The reactants are [O:1]1[CH:5]=[CH:4][CH:3]=[C:2]1[C:6](Cl)=[O:7].[F:9][C:10]1[CH:11]=[C:12]2[C:17](=[CH:18][CH:19]=1)[N:16]([CH2:20][C:21]1[CH:26]=[CH:25][C:24]([F:27])=[CH:23][CH:22]=1)[C:15](=[O:28])[C:14]([C:29]#[N:30])=[C:13]2[N:31]1[CH2:36][CH2:35][NH:34][CH2:33][CH2:32]1. The catalyst is N1C=CC=CC=1. The product is [F:9][C:10]1[CH:11]=[C:12]2[C:17](=[CH:18][CH:19]=1)[N:16]([CH2:20][C:21]1[CH:22]=[CH:23][C:24]([F:27])=[CH:25][CH:26]=1)[C:15](=[O:28])[C:14]([C:29]#[N:30])=[C:13]2[N:31]1[CH2:36][CH2:35][N:34]([C:6]([C:2]2[O:1][CH:5]=[CH:4][CH:3]=2)=[O:7])[CH2:33][CH2:32]1. The yield is 0.850. (6) The reactants are [Br:1][C:2]1[CH:9]=[CH:8][C:5]([CH2:6]Br)=[CH:4][CH:3]=1.CN(C)C=O.[CH3:15][S:16]([O-:18])=[O:17].[Na+]. The catalyst is O. The product is [Br:1][C:2]1[CH:9]=[CH:8][C:5]([CH2:6][S:16]([CH3:15])(=[O:18])=[O:17])=[CH:4][CH:3]=1. The yield is 0.950.